Dataset: Forward reaction prediction with 1.9M reactions from USPTO patents (1976-2016). Task: Predict the product of the given reaction. (1) Given the reactants [C:1]([O:4][C:5]([CH3:8])([CH3:7])[CH3:6])(=[O:3])[CH3:2].[Li+].CC([N-]C(C)C)C.[Si:17]([O:24][CH2:25][C@H:26]1[N:30]=[CH:29][C@@H:28]2[O:31][C:32]([CH3:35])([CH3:34])[O:33][C@H:27]12)([C:20]([CH3:23])([CH3:22])[CH3:21])([CH3:19])[CH3:18], predict the reaction product. The product is: [Si:17]([O:24][CH2:25][C@@H:26]1[C@H:27]2[O:33][C:32]([CH3:35])([CH3:34])[O:31][C@H:28]2[C@H:29]([CH2:2][C:1]([O:4][C:5]([CH3:8])([CH3:7])[CH3:6])=[O:3])[NH:30]1)([C:20]([CH3:23])([CH3:21])[CH3:22])([CH3:18])[CH3:19]. (2) Given the reactants [N+:1]([C:4]1[CH:9]=[CH:8][CH:7]=[C:6]([C:10]([C:12]2[CH:17]=[CH:16][CH:15]=[CH:14][CH:13]=2)=[CH2:11])[CH:5]=1)([O-:3])=[O:2].[CH:18]([Br:21])(Br)[Br:19].[OH-].[Na+], predict the reaction product. The product is: [Br:19][C:18]1([Br:21])[CH2:11][C:10]1([C:6]1[CH:7]=[CH:8][CH:9]=[C:4]([N+:1]([O-:3])=[O:2])[CH:5]=1)[C:12]1[CH:13]=[CH:14][CH:15]=[CH:16][CH:17]=1. (3) Given the reactants [Cl:1][C:2]1[CH:20]=[C:19]([NH:21][C:22]2[C:23]3[N:30]([CH2:31][CH2:32][O:33][CH2:34][CH2:35][OH:36])[CH:29]=[CH:28][C:24]=3[N:25]=[CH:26][N:27]=2)[CH:18]=[CH:17][C:3]=1[O:4][C:5]1[CH:6]=[C:7]([C:11](=[O:16])[C:12]([CH3:15])([CH3:14])[CH3:13])[CH:8]=[CH:9][CH:10]=1.[BH4-].[Na+].O, predict the reaction product. The product is: [Cl:1][C:2]1[CH:20]=[C:19]([NH:21][C:22]2[C:23]3[N:30]([CH2:31][CH2:32][O:33][CH2:34][CH2:35][OH:36])[CH:29]=[CH:28][C:24]=3[N:25]=[CH:26][N:27]=2)[CH:18]=[CH:17][C:3]=1[O:4][C:5]1[CH:6]=[C:7]([CH:11]([OH:16])[C:12]([CH3:15])([CH3:14])[CH3:13])[CH:8]=[CH:9][CH:10]=1. (4) Given the reactants [C:1]([C:5]1[CH:6]=[C:7]([NH:18][C:19](=[O:50])[NH:20][CH2:21][C:22]2[CH:48]=[C:47]([F:49])[CH:46]=[CH:45][C:23]=2[CH2:24][O:25][C:26]2[CH:31]=[C:30]([CH3:32])[N:29]([C:33]3[CH:34]=[C:35]([CH:39]=[CH:40][C:41]=3[CH3:42])[C:36](O)=[O:37])[C:28](=[O:43])[C:27]=2[Cl:44])[N:8]([C:10]2[CH:15]=[CH:14][C:13]([Cl:16])=[C:12]([OH:17])[CH:11]=2)[N:9]=1)([CH3:4])([CH3:3])[CH3:2].CNCCNC.[CH:57]1[N:61]=[CH:60][N:59]([C:62](N2C=NC=C2)=O)[CH:58]=1, predict the reaction product. The product is: [C:1]([C:5]1[CH:6]=[C:7]([NH:18][C:19](=[O:50])[NH:20][CH2:21][C:22]2[CH:48]=[C:47]([F:49])[CH:46]=[CH:45][C:23]=2[CH2:24][O:25][C:26]2[CH:31]=[C:30]([CH3:32])[N:29]([C:33]3[CH:34]=[C:35]([CH:39]=[CH:40][C:41]=3[CH3:42])[C:36]([NH:61][CH2:57][CH2:58][N:59]([CH3:62])[CH3:60])=[O:37])[C:28](=[O:43])[C:27]=2[Cl:44])[N:8]([C:10]2[CH:15]=[CH:14][C:13]([Cl:16])=[C:12]([OH:17])[CH:11]=2)[N:9]=1)([CH3:4])([CH3:3])[CH3:2]. (5) The product is: [F:1][C:2]1[C:3]([N:12]2[CH2:17][CH2:16][CH:15]([CH2:18][NH:4][C@@H:3]([C:32]3[C:31]4[C:36](=[CH:37][CH:5]=[CH:6][CH:7]=4)[CH:35]=[CH:34][CH:33]=3)[CH3:2])[CH:14]([C:20]3[CH:25]=[CH:24][CH:23]=[CH:22][CH:21]=3)[CH2:13]2)=[N:4][CH:5]=[C:6]([CH:11]=1)[C:7]([O:9][CH3:10])=[O:8]. Given the reactants [F:1][C:2]1[C:3]([N:12]2[CH2:17][CH2:16][C@@H:15]([CH2:18]O)[C@H:14]([C:20]3[CH:25]=[CH:24][CH:23]=[CH:22][CH:21]=3)[CH2:13]2)=[N:4][CH:5]=[C:6]([CH:11]=1)[C:7]([O:9][CH3:10])=[O:8].CC(OI1(OC(C)=O)(OC(C)=O)O[C:37](=O)[C:36]2[CH:35]=[CH:34][CH:33]=[CH:32][C:31]1=2)=O, predict the reaction product. (6) Given the reactants C(=O)([O-])[O-].[Na+].[Na+].[ClH:7].[N:8]12[CH2:15][CH2:14][CH:11]([CH2:12][CH2:13]1)[C@@H:10]([NH:16][C:17]([C:19]1[O:20][C:21]3[C:27](Br)=[CH:26][CH:25]=[CH:24][C:22]=3[CH:23]=1)=[O:18])[CH2:9]2.[C:29]([C:32]1[S:36][C:35](B(O)O)=[CH:34][CH:33]=1)(=[O:31])[CH3:30], predict the reaction product. The product is: [ClH:7].[C:29]([C:32]1[S:36][C:35]([C:27]2[C:21]3[O:20][C:19]([C:17]([NH:16][C@@H:10]4[CH:11]5[CH2:14][CH2:15][N:8]([CH2:13][CH2:12]5)[CH2:9]4)=[O:18])=[CH:23][C:22]=3[CH:24]=[CH:25][CH:26]=2)=[CH:34][CH:33]=1)(=[O:31])[CH3:30].